From a dataset of CYP2D6 inhibition data for predicting drug metabolism from PubChem BioAssay. Regression/Classification. Given a drug SMILES string, predict its absorption, distribution, metabolism, or excretion properties. Task type varies by dataset: regression for continuous measurements (e.g., permeability, clearance, half-life) or binary classification for categorical outcomes (e.g., BBB penetration, CYP inhibition). Dataset: cyp2d6_veith. (1) The result is 1 (inhibitor). The molecule is c1ccc2c(c1)OC[C@@H](C1=NCCN1)O2. (2) The result is 0 (non-inhibitor). The molecule is Cc1nc2cnc(OCc3ccccc3)nc2n(Cc2ccc(F)cc2)c1=O. (3) The drug is Nc1nc(N)[n+]([O-])c(N)c1NCO. The result is 0 (non-inhibitor). (4) The compound is C[C@@H]1[C@@H](C)N1C[C@H](O)Cn1ccnc1[N+](=O)[O-]. The result is 0 (non-inhibitor). (5) The molecule is CC(=O)OCC(=O)[C@@]1(O)CC[C@@H]2[C@H]3CCC4=CC(=O)C=C[C@]4(C)[C@]3(F)[C@@H](O)C[C@@]21C. The result is 0 (non-inhibitor).